Dataset: Full USPTO retrosynthesis dataset with 1.9M reactions from patents (1976-2016). Task: Predict the reactants needed to synthesize the given product. (1) Given the product [N:7]1[S:8][N:9]=[C:10]2[CH:2]=[CH:3][CH:4]=[CH:5][C:6]=12, predict the reactants needed to synthesize it. The reactants are: Br[C:2]1[C:10]2[C:6](=[N:7][S:8][N:9]=2)[C:5](Br)=[CH:4][CH:3]=1.C1(N(C2C=CC(B(O)O)=CC=2)C2C=CC=CC=2)C=CC=CC=1.C(=O)([O-])[O-].[Na+].[Na+].C(O)CCC. (2) Given the product [Si:14]([O:13][CH2:12][CH2:11][O:10][C:3]1[CH:4]=[CH:5][C:6]([CH:8]=[O:9])=[N:7][C:2]=1[C:29]1[CH:28]=[CH:27][CH:26]=[C:25]([S:22]([CH3:21])(=[O:24])=[O:23])[CH:30]=1)([C:17]([CH3:20])([CH3:19])[CH3:18])([CH3:16])[CH3:15], predict the reactants needed to synthesize it. The reactants are: Br[C:2]1[N:7]=[C:6]([CH:8]=[O:9])[CH:5]=[CH:4][C:3]=1[O:10][CH2:11][CH2:12][O:13][Si:14]([C:17]([CH3:20])([CH3:19])[CH3:18])([CH3:16])[CH3:15].[CH3:21][S:22]([C:25]1[CH:26]=[C:27](B(O)O)[CH:28]=[CH:29][CH:30]=1)(=[O:24])=[O:23].C([O-])([O-])=O.[Na+].[Na+]. (3) Given the product [C:23]([NH:1][CH2:2][C:3]1[CH:4]=[CH:5][C:6]([C:9]([CH3:15])([CH3:14])[C:10]([O:12][CH3:13])=[O:11])=[CH:7][CH:8]=1)(=[O:25])[CH3:24], predict the reactants needed to synthesize it. The reactants are: [NH2:1][CH2:2][C:3]1[CH:8]=[CH:7][C:6]([C:9]([CH3:15])([CH3:14])[C:10]([O:12][CH3:13])=[O:11])=[CH:5][CH:4]=1.C(N(CC)CC)C.[C:23](Cl)(=[O:25])[CH3:24].O. (4) Given the product [NH2:17][CH:6]1[CH2:15][C:14]2[C:9](=[CH:10][CH:11]=[CH:12][CH:13]=2)[NH:8][C:7]1=[O:16], predict the reactants needed to synthesize it. The reactants are: C(OC([C:6]1([NH:17]C(=O)C)[CH2:15][C:14]2[C:9](=[CH:10][CH:11]=[CH:12][CH:13]=2)[NH:8][C:7]1=[O:16])=O)C.